This data is from Full USPTO retrosynthesis dataset with 1.9M reactions from patents (1976-2016). The task is: Predict the reactants needed to synthesize the given product. (1) Given the product [F:1][C:2]1[CH:3]=[CH:4][C:5]([C:8]2[CH:9]=[N:10][N:11]3[CH2:16][C@H:15]([CH3:17])[NH:14][CH2:13][C:12]=23)=[CH:6][CH:7]=1, predict the reactants needed to synthesize it. The reactants are: [F:1][C:2]1[CH:7]=[CH:6][C:5]([C:8]2[CH:9]=[N:10][N:11]3[CH2:16][CH:15]([CH3:17])[NH:14][CH2:13][C:12]=23)=[CH:4][CH:3]=1.N[C@@H](C)CO. (2) Given the product [Cl:1][C:2]1[CH:7]=[CH:6][C:5]([CH:8]([O:24][CH3:23])[CH2:10][NH:9][S:11]([C:14]2[CH:19]=[CH:18][C:17]([N+:20]([O-:22])=[O:21])=[CH:16][CH:15]=2)(=[O:13])=[O:12])=[CH:4][CH:3]=1, predict the reactants needed to synthesize it. The reactants are: [Cl:1][C:2]1[CH:7]=[CH:6][C:5]([CH:8]2[CH2:10][N:9]2[S:11]([C:14]2[CH:19]=[CH:18][C:17]([N+:20]([O-:22])=[O:21])=[CH:16][CH:15]=2)(=[O:13])=[O:12])=[CH:4][CH:3]=1.[CH3:23][OH:24].